Dataset: Reaction yield outcomes from USPTO patents with 853,638 reactions. Task: Predict the reaction yield, written as a fraction of the theoretical maximum amount of product (1.0 means a 100% yield; for example, 0.34 means a 34% yield). (1) The reactants are I([O-])(=O)(=O)=O.[Na+].[OH2:7].[N:8]1([C:14]([O:16][C:17]([CH3:20])([CH3:19])[CH3:18])=[O:15])[CH2:13][CH2:12][S:11][CH2:10][CH2:9]1. The catalyst is CO. The product is [N:8]1([C:14]([O:16][C:17]([CH3:20])([CH3:19])[CH3:18])=[O:15])[CH2:9][CH2:10][S:11](=[O:7])[CH2:12][CH2:13]1. The yield is 0.990. (2) The reactants are C(OC([N:8]1[CH2:13][CH2:12][O:11][CH:10]([C:14]2[CH:19]=[CH:18][C:17]([NH:20][CH2:21][C:22]3[CH:27]=[CH:26][C:25]([Cl:28])=[CH:24][CH:23]=3)=[CH:16][CH:15]=2)[CH2:9]1)=O)(C)(C)C.Cl.[OH-].[Na+]. The catalyst is C1COCC1.O1CCOCC1. The product is [Cl:28][C:25]1[CH:26]=[CH:27][C:22]([CH2:21][NH:20][C:17]2[CH:16]=[CH:15][C:14]([CH:10]3[O:11][CH2:12][CH2:13][NH:8][CH2:9]3)=[CH:19][CH:18]=2)=[CH:23][CH:24]=1. The yield is 0.700. (3) The reactants are [CH3:1][O:2][C:3]1[C:4](O)=[N:5][CH:6]=[C:7]([N+:9]([O-:11])=[O:10])[CH:8]=1.P(Cl)(Cl)(Cl)(Cl)[Cl:14].C([O-])([O-])=O.[Na+].[Na+]. The catalyst is P(Cl)(Cl)(Cl)=O. The product is [Cl:14][C:4]1[C:3]([O:2][CH3:1])=[CH:8][C:7]([N+:9]([O-:11])=[O:10])=[CH:6][N:5]=1. The yield is 0.800. (4) The reactants are Br[C:2]1[CH:3]=[C:4]([CH:8]=[C:9]([N+:11]([O-:13])=[O:12])[CH:10]=1)[C:5]([OH:7])=[O:6].[F:14][C:15]1[CH:20]=[CH:19][CH:18]=[CH:17][C:16]=1B(O)O.C([O-])([O-])=O.[Na+].[Na+]. The catalyst is C(COC)OC.CCO.C1(P(C2C=CC=CC=2)C2C=CC=CC=2)C=CC=CC=1.C1(P(C2C=CC=CC=2)C2C=CC=CC=2)C=CC=CC=1.C1(P(C2C=CC=CC=2)C2C=CC=CC=2)C=CC=CC=1.C1(P(C2C=CC=CC=2)C2C=CC=CC=2)C=CC=CC=1.[Pd]. The product is [N+:11]([C:9]1[CH:8]=[C:4]([CH:3]=[C:2]([C:16]2[CH:17]=[CH:18][CH:19]=[CH:20][C:15]=2[F:14])[CH:10]=1)[C:5]([OH:7])=[O:6])([O-:13])=[O:12]. The yield is 0.830. (5) The reactants are [C:1]([NH:5][S:6]([C:9]1[CH:10]=[N:11][CH:12]=[C:13](Br)[CH:14]=1)(=[O:8])=[O:7])([CH3:4])([CH3:3])[CH3:2].[B:16](OC(C)C)([O:21]C(C)C)[O:17]C(C)C.C([Li])CCC.CCCCCC. The catalyst is O1CCCC1.O. The product is [C:1]([NH:5][S:6]([C:9]1[CH:14]=[C:13]([B:16]([OH:21])[OH:17])[CH:12]=[N:11][CH:10]=1)(=[O:8])=[O:7])([CH3:4])([CH3:3])[CH3:2]. The yield is 0.500.